From a dataset of Full USPTO retrosynthesis dataset with 1.9M reactions from patents (1976-2016). Predict the reactants needed to synthesize the given product. (1) Given the product [I:1][C:2]1[CH:3]=[C:4]([NH2:29])[C:5]([NH:6][CH:7]([C:9]2[CH:14]=[CH:13][C:12]([O:15][CH2:16][C:17]3[CH:18]=[N:19][C:20]([O:23][CH3:24])=[CH:21][CH:22]=3)=[C:11]([O:25][CH3:26])[CH:10]=2)[CH3:8])=[CH:27][CH:28]=1, predict the reactants needed to synthesize it. The reactants are: [I:1][C:2]1[CH:28]=[CH:27][C:5]([NH:6][CH:7]([C:9]2[CH:14]=[CH:13][C:12]([O:15][CH2:16][C:17]3[CH:18]=[N:19][C:20]([O:23][CH3:24])=[CH:21][CH:22]=3)=[C:11]([O:25][CH3:26])[CH:10]=2)[CH3:8])=[C:4]([N+:29]([O-])=O)[CH:3]=1.[Cl-].[NH4+].O. (2) Given the product [O:11]1[CH2:16][CH2:15][CH:14]([O:17][CH2:19][C:20]2[CH:27]=[CH:26][C:23]([C:24]#[N:25])=[CH:22][CH:21]=2)[CH2:13][CH2:12]1, predict the reactants needed to synthesize it. The reactants are: C[Si]([N-][Si](C)(C)C)(C)C.[Na+].[O:11]1[CH2:16][CH2:15][CH:14]([OH:17])[CH2:13][CH2:12]1.Br[CH2:19][C:20]1[CH:27]=[CH:26][C:23]([C:24]#[N:25])=[CH:22][CH:21]=1.